This data is from Full USPTO retrosynthesis dataset with 1.9M reactions from patents (1976-2016). The task is: Predict the reactants needed to synthesize the given product. Given the product [CH3:26][S:23]([NH:22][C:20]1[CH:21]=[C:16]([CH:17]=[C:18]([CH2:27][CH3:28])[CH:19]=1)[CH2:15][NH:14][CH2:13][CH2:12][N:7]1[CH:6]([CH2:30][C:31]2[CH:36]=[CH:35][C:34]([F:37])=[CH:33][CH:32]=2)[CH2:5][C:4]2[C:9](=[CH:10][CH:11]=[C:2]([F:1])[CH:3]=2)[CH2:8]1)(=[O:25])=[O:24], predict the reactants needed to synthesize it. The reactants are: [F:1][C:2]1[CH:3]=[C:4]2[C:9](=[CH:10][CH:11]=1)[CH2:8][N:7]([CH2:12][CH2:13][NH:14][C:15](=O)[C:16]1[CH:21]=[C:20]([NH:22][S:23]([CH3:26])(=[O:25])=[O:24])[CH:19]=[C:18]([CH2:27][CH3:28])[CH:17]=1)[CH:6]([CH2:30][C:31]1[CH:36]=[CH:35][C:34]([F:37])=[CH:33][CH:32]=1)[CH2:5]2.Cl.C(=O)(O)[O-].[Na+].